This data is from TCR-epitope binding with 47,182 pairs between 192 epitopes and 23,139 TCRs. The task is: Binary Classification. Given a T-cell receptor sequence (or CDR3 region) and an epitope sequence, predict whether binding occurs between them. (1) The TCR CDR3 sequence is CSAIVGSAYEQYF. Result: 1 (the TCR binds to the epitope). The epitope is GLNKIVRMY. (2) The TCR CDR3 sequence is CASSGPKPGLAGSLDTGELFF. Result: 0 (the TCR does not bind to the epitope). The epitope is SEISMDNSPNL. (3) The epitope is EIYKRWII. The TCR CDR3 sequence is CASSLQGERTEAFF. Result: 1 (the TCR binds to the epitope). (4) The epitope is YYRRATRRIR. The TCR CDR3 sequence is CASGPGGSTEAFF. Result: 1 (the TCR binds to the epitope). (5) The epitope is YLNTLTLAV. The TCR CDR3 sequence is CASNGPRGRGADTQYF. Result: 1 (the TCR binds to the epitope). (6) The epitope is SLVKPSFYV. The TCR CDR3 sequence is CASSGTGPAYNEQFF. Result: 1 (the TCR binds to the epitope). (7) The epitope is FLNGSCGSV. The TCR CDR3 sequence is CASRQGQGPFYGYTF. Result: 0 (the TCR does not bind to the epitope). (8) The epitope is SEVGPEHSLAEY. The TCR CDR3 sequence is CASSQGMTSGGATDTQYF. Result: 1 (the TCR binds to the epitope). (9) The epitope is ILGLPTQTV. The TCR CDR3 sequence is CASSLGGSGYEQYF. Result: 0 (the TCR does not bind to the epitope).